Task: Regression. Given two drug SMILES strings and cell line genomic features, predict the synergy score measuring deviation from expected non-interaction effect.. Dataset: Merck oncology drug combination screen with 23,052 pairs across 39 cell lines (1) Drug 1: Cc1nc(Nc2ncc(C(=O)Nc3c(C)cccc3Cl)s2)cc(N2CCN(CCO)CC2)n1. Drug 2: CC1(c2nc3c(C(N)=O)cccc3[nH]2)CCCN1. Cell line: A427. Synergy scores: synergy=27.5. (2) Drug 1: CC1CC2C3CCC4=CC(=O)C=CC4(C)C3(F)C(O)CC2(C)C1(O)C(=O)CO. Drug 2: CNC(=O)c1cc(Oc2ccc(NC(=O)Nc3ccc(Cl)c(C(F)(F)F)c3)cc2)ccn1. Cell line: LNCAP. Synergy scores: synergy=-3.48.